This data is from Catalyst prediction with 721,799 reactions and 888 catalyst types from USPTO. The task is: Predict which catalyst facilitates the given reaction. (1) Reactant: [NH2:1][C:2]1[C:7]([F:8])=[C:6]([C:9]2[CH:14]=[CH:13][C:12]([Cl:15])=[C:11]([O:16][CH3:17])[C:10]=2[F:18])[N:5]=[C:4]([C:19]([OH:21])=[O:20])[C:3]=1[Cl:22].Br[CH2:24][C:25]1[CH:30]=[CH:29][C:28]([O:31][C:32]([F:35])([F:34])[F:33])=[CH:27][CH:26]=1.C([O-])([O-])=O.[K+].[K+]. Product: [NH2:1][C:2]1[C:7]([F:8])=[C:6]([C:9]2[CH:14]=[CH:13][C:12]([Cl:15])=[C:11]([O:16][CH3:17])[C:10]=2[F:18])[N:5]=[C:4]([C:19]([O:21][CH2:24][C:25]2[CH:30]=[CH:29][C:28]([O:31][C:32]([F:33])([F:34])[F:35])=[CH:27][CH:26]=2)=[O:20])[C:3]=1[Cl:22]. The catalyst class is: 3. (2) Reactant: N(C(OCC1C2C(=CC=CC=2)C2C1=CC=CC=2)=O)[C@@H](C(O)=O)CCC(=O)[OH:6].[CH2:28]1[CH2:33][CH2:32][CH:31]([N:34]=[C:35]=[N:36][CH:37]2[CH2:42][CH2:41][CH2:40][CH2:39][CH2:38]2)[CH2:30][CH2:29]1. Product: [CH:37]1([NH:36][C:35]([NH:34][CH:31]2[CH2:30][CH2:29][CH2:28][CH2:33][CH2:32]2)=[O:6])[CH2:42][CH2:41][CH2:40][CH2:39][CH2:38]1. The catalyst class is: 7. (3) Reactant: [CH3:1][O:2][C:3]([C:5]1[S:14][C:8]2[N:9]=[CH:10][N:11]=[C:12](Cl)[C:7]=2[C:6]=1[CH3:15])=[O:4].[NH2:16][CH2:17][CH2:18][C:19]1[S:23][C:22]([NH:24][C:25]([NH:27][C:28]2[CH:33]=[CH:32][CH:31]=[C:30]([C:34]([F:37])([F:36])[F:35])[CH:29]=2)=[O:26])=[N:21][CH:20]=1.CCN(C(C)C)C(C)C. Product: [CH4:1].[CH3:1][O:2][C:3]([C:5]1[S:14][C:8]2[N:9]=[CH:10][N:11]=[C:12]([NH:16][CH2:17][CH2:18][C:19]3[S:23][C:22]([NH:24][C:25]([NH:27][C:28]4[CH:33]=[CH:32][CH:31]=[C:30]([C:34]([F:36])([F:37])[F:35])[CH:29]=4)=[O:26])=[N:21][CH:20]=3)[C:7]=2[C:6]=1[CH3:15])=[O:4]. The catalyst class is: 3.